Dataset: Catalyst prediction with 721,799 reactions and 888 catalyst types from USPTO. Task: Predict which catalyst facilitates the given reaction. (1) Reactant: [Br:1][C:2]1[CH:3]=[C:4]2[C:9](=[CH:10][CH:11]=1)[O:8][CH:7]([C:12]1[CH:17]=[CH:16][CH:15]=[CH:14][CH:13]=1)[CH2:6][C:5]2=O.C[Si]([N:23]=[C:24]=[N:25][Si](C)(C)C)(C)C. Product: [Br:1][C:2]1[CH:3]=[C:4]2[C:9](=[CH:10][CH:11]=1)[O:8][CH:7]([C:12]1[CH:17]=[CH:16][CH:15]=[CH:14][CH:13]=1)[CH2:6]/[C:5]/2=[N:25]\[C:24]#[N:23]. The catalyst class is: 388. (2) Reactant: [F:1][C:2]1[CH:7]=[C:6]([N+:8]([O-:10])=[O:9])[C:5]([O:11][C:12]2[CH:17]=[CH:16][CH:15]=[CH:14][C:13]=2[O:18]C)=[CH:4][C:3]=1[NH:20][C:21](=[O:23])[CH3:22].B(Br)(Br)Br.Cl.O. Product: [F:1][C:2]1[CH:7]=[C:6]([N+:8]([O-:10])=[O:9])[C:5]([O:11][C:12]2[CH:17]=[CH:16][CH:15]=[CH:14][C:13]=2[OH:18])=[CH:4][C:3]=1[NH:20][C:21](=[O:23])[CH3:22]. The catalyst class is: 2. (3) Reactant: [CH:1]1([N:4]=[C:5]=[S:6])[CH2:3][CH2:2]1.[Cl:7][C:8]1[CH:9]=[C:10]([C:14]2[O:18][N:17]=[C:16]([CH2:19][NH:20][CH3:21])[N:15]=2)[CH:11]=[CH:12][CH:13]=1. Product: [Cl:7][C:8]1[CH:9]=[C:10]([C:14]2[O:18][N:17]=[C:16]([CH2:19][N:20]([CH3:21])[C:5]([NH:4][CH:1]3[CH2:3][CH2:2]3)=[S:6])[N:15]=2)[CH:11]=[CH:12][CH:13]=1. The catalyst class is: 14. (4) Reactant: [NH2:1][C@@H:2]([C:12]([O:14][C:15]([CH3:18])([CH3:17])[CH3:16])=[O:13])[CH2:3][CH2:4][C:5](=[O:11])OC(C)(C)C.[C:19]([C:23]1[CH:28]=[CH:27][C:26]([CH2:29][CH:30]=O)=[CH:25][CH:24]=1)([O:21][CH3:22])=[O:20].C(O)(=O)C.[BH3-]C#N.[Na+]. Product: [CH3:22][O:21][C:19]([C:23]1[CH:28]=[CH:27][C:26]([CH2:29][CH2:30][N:1]2[C:5](=[O:11])[CH2:4][CH2:3][C@@H:2]2[C:12]([O:14][C:15]([CH3:16])([CH3:17])[CH3:18])=[O:13])=[CH:25][CH:24]=1)=[O:20]. The catalyst class is: 191.